Predict the reaction yield, written as a fraction of the theoretical maximum amount of product (1.0 means a 100% yield; for example, 0.34 means a 34% yield). From a dataset of Reaction yield outcomes from USPTO patents with 853,638 reactions. (1) The reactants are [CH3:1][O:2][C:3]([CH:5]1[CH2:9][CH2:8][CH2:7][CH2:6]1)=[O:4].Cl[CH2:11][C:12]#[N:13]. No catalyst specified. The product is [CH3:1][O:2][C:3]([C:5]1([CH2:11][C:12]#[N:13])[CH2:9][CH2:8][CH2:7][CH2:6]1)=[O:4]. The yield is 0.380. (2) The reactants are [CH3:1][CH:2]1[CH2:7][CH:6]=[CH:5][CH2:4][CH:3]1[CH:8]=[O:9].C=CC=C.[CH:14](=[O:18])/C=C/C.C=O.[OH-].[K+]. The catalyst is O.CO. The product is [CH3:1][CH:2]1[C:3]([CH2:14][OH:18])([CH2:8][OH:9])[CH2:4][CH:5]=[CH:6][CH2:7]1. The yield is 0.820. (3) The product is [NH:12]1[C:13]2[C:18](=[CH:17][CH:16]=[CH:15][CH:14]=2)[C:10]([C:8](=[O:9])[CH:35]([C:33]2[CH:32]=[CH:31][C:28]([C:29]#[N:30])=[C:27]([F:26])[CH:34]=2)[NH:36][C:37]2[CH:42]=[CH:41][CH:40]=[C:39]([O:43][CH3:44])[CH:38]=2)=[CH:11]1. The reactants are C(N(CC)CC)C.[CH:8]([C:10]1[C:18]2[C:13](=[CH:14][CH:15]=[CH:16][CH:17]=2)[N:12](C(OC(C)(C)C)=O)[CH:11]=1)=[O:9].[F:26][C:27]1[CH:34]=[C:33]([CH:35]=[N:36][C:37]2[CH:42]=[CH:41][CH:40]=[C:39]([O:43][CH3:44])[CH:38]=2)[CH:32]=[CH:31][C:28]=1[C:29]#[N:30]. The yield is 0.420. The catalyst is [Cl-].C([N+]1C(C)=C(CCO)SC=1)C1C=CC=CC=1.C(O)C. (4) The reactants are C1(C)C(S(O[CH2:11][CH2:12][CH2:13][CH2:14][C:15]2[CH:20]=[CH:19][C:18]([C:21]#[N:22])=[CH:17][CH:16]=2)(=O)=O)=CC=CC=1.Cl.[CH:25]12[O:33][CH:29]([CH2:30][NH:31][CH2:32]1)[CH2:28][N:27]([C:34]([O:36][C:37]([CH3:40])([CH3:39])[CH3:38])=[O:35])[CH2:26]2.C(=O)([O-])[O-].[K+].[K+]. The catalyst is CN(C)C=O. The product is [C:21]([C:18]1[CH:17]=[CH:16][C:15]([CH2:14][CH2:13][CH2:12][CH2:11][N:31]2[CH2:32][CH:25]3[O:33][CH:29]([CH2:28][N:27]([C:34]([O:36][C:37]([CH3:40])([CH3:39])[CH3:38])=[O:35])[CH2:26]3)[CH2:30]2)=[CH:20][CH:19]=1)#[N:22]. The yield is 0.480. (5) The reactants are [Br:1][C:2]1[CH:3]=[C:4]([O:13][CH:14]([CH2:16][CH3:17])[CH3:15])[C:5]([CH3:12])=[C:6]([CH:11]=1)[C:7]([O:9]C)=[O:8].[OH-].[Na+].Cl. The catalyst is CO. The product is [Br:1][C:2]1[CH:3]=[C:4]([O:13][CH:14]([CH2:16][CH3:17])[CH3:15])[C:5]([CH3:12])=[C:6]([CH:11]=1)[C:7]([OH:9])=[O:8]. The yield is 1.02.